This data is from Full USPTO retrosynthesis dataset with 1.9M reactions from patents (1976-2016). The task is: Predict the reactants needed to synthesize the given product. (1) Given the product [CH3:22][O:23][C:24]1([O:31][CH3:32])[CH2:29][CH2:28][O:27][CH2:26][C@@H:25]1[OH:30], predict the reactants needed to synthesize it. The reactants are: B1(C)OC(C2C=CC=CC=2)(C2C=CC=CC=2)[C@@H]2N1CCC2.[CH3:22][O:23][C:24]1([O:31][CH3:32])[CH2:29][CH2:28][O:27][CH2:26][C:25]1=[O:30]. (2) Given the product [Cl:27][C:16]1[N:15]=[C:14]([C:6]2[CH:7]=[CH:8][C:9]([C:10]([F:13])([F:12])[F:11])=[C:4]([O:3][CH2:1][CH3:2])[CH:5]=2)[CH:19]=[C:18]([C:20]([F:23])([F:22])[F:21])[N:17]=1, predict the reactants needed to synthesize it. The reactants are: [CH2:1]([O:3][C:4]1[CH:5]=[C:6]([C:14]2[CH:19]=[C:18]([C:20]([F:23])([F:22])[F:21])[NH:17][C:16](=O)[N:15]=2)[CH:7]=[CH:8][C:9]=1[C:10]([F:13])([F:12])[F:11])[CH3:2].P(Cl)(Cl)([Cl:27])=O. (3) Given the product [Cl:13][C:11]1[C:10]([C:14]#[N:15])=[CH:9][C:3]([C:4]([O:6][CH2:7][CH3:8])=[O:5])=[C:2]([N:17]([CH3:18])[CH3:16])[N:12]=1, predict the reactants needed to synthesize it. The reactants are: Cl[C:2]1[N:12]=[C:11]([Cl:13])[C:10]([C:14]#[N:15])=[CH:9][C:3]=1[C:4]([O:6][CH2:7][CH3:8])=[O:5].[CH3:16][NH:17][CH3:18].